Dataset: Full USPTO retrosynthesis dataset with 1.9M reactions from patents (1976-2016). Task: Predict the reactants needed to synthesize the given product. (1) Given the product [OH-:5].[Na+:15].[C:1]([OH:12])(=[O:11])[C:2]1[C:3](=[CH:7][CH:8]=[CH:9][CH:10]=1)[C:4]([O-:6])=[O:5].[K+:13], predict the reactants needed to synthesize it. The reactants are: [C:1]([OH:12])(=[O:11])[C:2]1[C:3](=[CH:7][CH:8]=[CH:9][CH:10]=1)[C:4]([O-:6])=[O:5].[K+:13].[OH-].[Na+:15]. (2) Given the product [C:1]12([C:11]3[CH:12]=[CH:13][C:14]([O:15][CH2:16][C:17]4[O:18][C:19]5[CH:25]=[CH:24][C:23]([C:26]([NH2:34])=[O:28])=[CH:22][C:20]=5[N:21]=4)=[CH:29][CH:30]=3)[CH2:2][CH:3]3[CH2:4][CH:5]([CH2:6][CH:7]([CH2:9]3)[CH2:8]1)[CH2:10]2, predict the reactants needed to synthesize it. The reactants are: [C:1]12([C:11]3[CH:30]=[CH:29][C:14]([O:15][CH2:16][C:17]4[O:18][C:19]5[CH:25]=[CH:24][C:23]([C:26]([OH:28])=O)=[CH:22][C:20]=5[N:21]=4)=[CH:13][CH:12]=3)[CH2:10][CH:5]3[CH2:6][CH:7]([CH2:9][CH:3]([CH2:4]3)[CH2:2]1)[CH2:8]2.[Cl-].[NH4+].C[N:34](C(ON1N=NC2C=CC=CC1=2)=[N+](C)C)C.F[P-](F)(F)(F)(F)F.CCN(C(C)C)C(C)C.